Predict the reaction yield, written as a fraction of the theoretical maximum amount of product (1.0 means a 100% yield; for example, 0.34 means a 34% yield). From a dataset of Reaction yield outcomes from USPTO patents with 853,638 reactions. The reactants are [NH2:1][CH:2]1[CH2:7][CH2:6][N:5]([C:8](=[O:10])[CH3:9])[CH2:4][CH2:3]1.[C:11]([O:15][C:16]([N:18]1[CH2:23][CH2:22][CH2:21][C:20](=O)[CH:19]1[CH2:25][C:26]1[CH:31]=[CH:30][CH:29]=[CH:28][CH:27]=1)=[O:17])([CH3:14])([CH3:13])[CH3:12].O.C(O[BH-](OC(=O)C)OC(=O)C)(=O)C.[Na+]. The catalyst is C1(C)C=CC=CC=1. The product is [C:11]([O:15][C:16]([N:18]1[CH2:23][CH2:22][CH2:21][CH:20]([NH:1][CH:2]2[CH2:7][CH2:6][N:5]([C:8](=[O:10])[CH3:9])[CH2:4][CH2:3]2)[CH:19]1[CH2:25][C:26]1[CH:27]=[CH:28][CH:29]=[CH:30][CH:31]=1)=[O:17])([CH3:14])([CH3:12])[CH3:13]. The yield is 0.580.